From a dataset of HIV replication inhibition screening data with 41,000+ compounds from the AIDS Antiviral Screen. Binary Classification. Given a drug SMILES string, predict its activity (active/inactive) in a high-throughput screening assay against a specified biological target. (1) The compound is COC1(C)C(=O)N2C1N(C(C)=O)CC2(C)C. The result is 0 (inactive). (2) The result is 0 (inactive). The molecule is CC1(C)C2CCC1C(SC(=N)N)C2.Cc1ccc(S(=O)(=O)O)cc1.